Dataset: Forward reaction prediction with 1.9M reactions from USPTO patents (1976-2016). Task: Predict the product of the given reaction. (1) Given the reactants [Br:1][C:2]1[CH:27]=[CH:26][C:5]([CH2:6][NH:7][C:8]2[CH:13]=[C:12]([O:14][CH2:15][C:16]3[CH:21]=[CH:20][C:19]([CH3:22])=[CH:18][N:17]=3)[CH:11]=[CH:10][C:9]=2[N+:23]([O-])=O)=[CH:4][CH:3]=1, predict the reaction product. The product is: [Br:1][C:2]1[CH:27]=[CH:26][C:5]([CH2:6][NH:7][C:8]2[C:9]([NH2:23])=[CH:10][CH:11]=[C:12]([O:14][CH2:15][C:16]3[CH:21]=[CH:20][C:19]([CH3:22])=[CH:18][N:17]=3)[CH:13]=2)=[CH:4][CH:3]=1. (2) Given the reactants C(#N)C.O.Br[C:6]1[CH:7]=[CH:8][C:9]([F:12])=[N:10][CH:11]=1.[C:13]([C:15]1[CH:16]=[C:17](B(O)O)[CH:18]=[CH:19][CH:20]=1)#[N:14].C(=O)([O-])[O-].[K+].[K+], predict the reaction product. The product is: [F:12][C:9]1[N:10]=[CH:11][C:6]([C:19]2[CH:20]=[C:15]([CH:16]=[CH:17][CH:18]=2)[C:13]#[N:14])=[CH:7][CH:8]=1. (3) The product is: [S:10]1[CH:14]=[CH:13][CH:12]=[C:11]1[CH2:15][NH:16][C:7]([CH:1]1[CH2:6][CH2:5][CH2:4][CH2:3][CH2:2]1)=[O:8]. Given the reactants [CH:1]1([C:7](Cl)=[O:8])[CH2:6][CH2:5][CH2:4][CH2:3][CH2:2]1.[S:10]1[CH:14]=[CH:13][CH:12]=[C:11]1[CH2:15][NH2:16], predict the reaction product. (4) The product is: [OH:28][C:16]1[C:15]([CH2:14][CH2:13][O:12][CH2:11][P:5](=[O:4])([OH:10])[OH:6])=[C:23]([O:24][CH3:25])[C:22]([CH3:26])=[C:21]2[C:17]=1[C:18](=[O:27])[O:19][CH2:20]2. Given the reactants C([O:4][P:5]([CH2:11][O:12][CH2:13][CH2:14][C:15]1[C:16]([O:28]CC[Si](C)(C)C)=[C:17]2[C:21](=[C:22]([CH3:26])[C:23]=1[O:24][CH3:25])[CH2:20][O:19][C:18]2=[O:27])(=[O:10])[O:6]C(C)C)(C)C.N1C(C)=CC=CC=1C.C[Si](Br)(C)C, predict the reaction product. (5) Given the reactants [OH:1][C:2]1[CH:9]=[CH:8][C:5]([CH:6]=O)=[CH:4][CH:3]=1.[N:10]1([C:16]([O:18][C:19]([CH3:22])([CH3:21])[CH3:20])=[O:17])[CH2:15][CH2:14][NH:13][CH2:12][CH2:11]1.[BH3-]C#N.[Na+], predict the reaction product. The product is: [OH:1][C:2]1[CH:9]=[CH:8][C:5]([CH2:6][N:13]2[CH2:12][CH2:11][N:10]([C:16]([O:18][C:19]([CH3:22])([CH3:21])[CH3:20])=[O:17])[CH2:15][CH2:14]2)=[CH:4][CH:3]=1. (6) Given the reactants Cl[C:2]1[N:7]2[N:8]=[CH:9][N:10]=[C:6]2[C:5]2[CH:11]=[C:12]([Cl:15])[CH:13]=[N:14][C:4]=2[N:3]=1.C(O[C:21](=O)[N:22]([CH:24]1[CH2:27][NH:26][CH2:25]1)C)(C)(C)C, predict the reaction product. The product is: [Cl:15][C:12]1[CH:13]=[N:14][C:4]2[N:3]=[C:2]([N:26]3[CH2:27][CH:24]([NH:22][CH3:21])[CH2:25]3)[N:7]3[N:8]=[CH:9][N:10]=[C:6]3[C:5]=2[CH:11]=1. (7) Given the reactants [NH:1]1[CH2:6][CH2:5][CH:4]([CH2:7][CH2:8][OH:9])[CH2:3][CH2:2]1.Br[C:11]1[CH:16]=[CH:15][N:14]2[C:17]3[CH:23]=[CH:22][CH:21]=[CH:20][C:18]=3[N:19]=[C:13]2[N:12]=1.C([O-])([O-])=O.[Na+].[Na+], predict the reaction product. The product is: [N:12]1[C:13]2[N:14]([C:17]3[CH:23]=[CH:22][CH:21]=[CH:20][C:18]=3[N:19]=2)[CH:15]=[CH:16][C:11]=1[N:1]1[CH2:6][CH2:5][CH:4]([CH2:7][CH2:8][OH:9])[CH2:3][CH2:2]1. (8) Given the reactants Cl[S:2]([N:5]=[C:6]=[O:7])(=[O:4])=[O:3].[C:8]([OH:12])([CH3:11])([CH3:10])[CH3:9].[CH3:13][C:14]1[CH:15]=[C:16]([C:31]2[S:35][C:34]([C:36]3([OH:42])[CH2:41][CH2:40][NH:39][CH2:38][CH2:37]3)=[N:33][CH:32]=2)[CH:17]=[C:18]([NH:20][C:21]2[N:26]=[C:25]([C:27]([F:30])([F:29])[F:28])[CH:24]=[CH:23][N:22]=2)[CH:19]=1.C(N(CC)CC)C, predict the reaction product. The product is: [C:8]([O:12][C:6](=[O:7])[NH:5][S:2]([N:39]1[CH2:38][CH2:37][C:36]([OH:42])([C:34]2[S:35][C:31]([C:16]3[CH:17]=[C:18]([NH:20][C:21]4[N:26]=[C:25]([C:27]([F:30])([F:28])[F:29])[CH:24]=[CH:23][N:22]=4)[CH:19]=[C:14]([CH3:13])[CH:15]=3)=[CH:32][N:33]=2)[CH2:41][CH2:40]1)(=[O:4])=[O:3])([CH3:11])([CH3:10])[CH3:9].